From a dataset of Full USPTO retrosynthesis dataset with 1.9M reactions from patents (1976-2016). Predict the reactants needed to synthesize the given product. (1) Given the product [CH2:13]([C:17]1[N:18]=[C:19]([CH2:49][CH3:50])[N:20]([C:40]2[CH:41]=[CH:42][C:43]3[O:47][CH2:46][CH2:45][C:44]=3[CH:48]=2)[C:21](=[O:39])[C:22]=1[CH2:23][C:24]1[CH:29]=[CH:28][C:27]([C:30]2[CH:35]=[CH:34][CH:33]=[CH:32][C:31]=2[C:36]2[NH:3][C:4](=[O:7])[O:5][N:37]=2)=[CH:26][C:25]=1[F:38])[CH2:14][CH2:15][CH3:16], predict the reactants needed to synthesize it. The reactants are: [Cl-].O[NH3+:3].[C:4](=[O:7])([O-])[OH:5].[Na+].CS(C)=O.[CH2:13]([C:17]1[N:18]=[C:19]([CH2:49][CH3:50])[N:20]([C:40]2[CH:41]=[CH:42][C:43]3[O:47][CH2:46][CH2:45][C:44]=3[CH:48]=2)[C:21](=[O:39])[C:22]=1[CH2:23][C:24]1[CH:29]=[CH:28][C:27]([C:30]2[C:31]([C:36]#[N:37])=[CH:32][CH:33]=[CH:34][CH:35]=2)=[CH:26][C:25]=1[F:38])[CH2:14][CH2:15][CH3:16]. (2) Given the product [CH2:9]([O:11][C:12](=[O:15])[C:13]#[C:14][C:20]1[CH:21]=[CH:22][C:17]([F:16])=[C:18]([F:24])[CH:19]=1)[CH3:10], predict the reactants needed to synthesize it. The reactants are: [Li+].CC([N-]C(C)C)C.[CH2:9]([O:11][C:12](=[O:15])[C:13]#[CH:14])[CH3:10].[F:16][C:17]1[CH:22]=[CH:21][C:20](I)=[CH:19][C:18]=1[F:24]. (3) Given the product [Br:1][C:2]1[C:10]([CH3:11])=[CH:9][CH:8]=[CH:7][C:3]=1[C:4]#[N:6], predict the reactants needed to synthesize it. The reactants are: [Br:1][C:2]1[C:10]([CH3:11])=[CH:9][CH:8]=[CH:7][C:3]=1[C:4]([NH2:6])=O.N1C(Cl)=NC(Cl)=NC=1Cl. (4) Given the product [CH3:2][N:3]1[C:9]([CH:10]=[O:11])=[CH:12][N:7]=[C:4]1[S:5][CH3:6].[CH3:2][N:3]1[CH:10]=[C:9]([CH:12]=[O:13])[N:7]=[C:4]1[S:5][CH3:6], predict the reactants needed to synthesize it. The reactants are: I.[CH3:2][NH:3][C:4](=[NH:7])[S:5][CH3:6].Br[C:9](=[CH:12][O:13]C(C)C)[CH:10]=[O:11].CC#N.C([O-])([O-])=O.[K+].[K+]. (5) The reactants are: C([O:3][C:4]([C:6]1[NH:10][C:9]2[CH:11]=[CH:12][S:13][C:8]=2[CH:7]=1)=O)C.[NH3:14].[OH-].[Li+]. Given the product [S:13]1[C:8]2[CH:7]=[C:6]([C:4]([NH2:14])=[O:3])[NH:10][C:9]=2[CH:11]=[CH:12]1, predict the reactants needed to synthesize it. (6) The reactants are: [Li]C(CC)C.C1CCCCC1.[Cl:12][C:13]1[CH:14]=[CH:15][C:16]([O:19][CH3:20])=[N:17][CH:18]=1.CON(C)[C:24](=[O:31])[C:25]1[CH:30]=[CH:29][CH:28]=[CH:27][CH:26]=1.Cl. Given the product [Cl:12][C:13]1[CH:14]=[C:15]([C:24]([C:25]2[CH:30]=[CH:29][CH:28]=[CH:27][CH:26]=2)=[O:31])[C:16]([O:19][CH3:20])=[N:17][CH:18]=1, predict the reactants needed to synthesize it.